Dataset: Forward reaction prediction with 1.9M reactions from USPTO patents (1976-2016). Task: Predict the product of the given reaction. (1) Given the reactants S(Cl)([Cl:3])=O.O[CH2:6][C:7]1[CH:8]=[C:9]2[C:13](=[CH:14][CH:15]=1)[CH:12]([NH:16][C:17](=[O:26])[O:18][CH2:19][C:20]1[CH:25]=[CH:24][CH:23]=[CH:22][CH:21]=1)[CH2:11][CH2:10]2, predict the reaction product. The product is: [Cl:3][CH2:6][C:7]1[CH:8]=[C:9]2[C:13](=[CH:14][CH:15]=1)[CH:12]([NH:16][C:17](=[O:26])[O:18][CH2:19][C:20]1[CH:25]=[CH:24][CH:23]=[CH:22][CH:21]=1)[CH2:11][CH2:10]2. (2) Given the reactants O1[CH:5]=[N:4][N:3]=[C:2]1[C:6]1[CH:14]=[CH:13][C:9]2[N:10]=[CH:11][NH:12][C:8]=2[CH:7]=1.[F:15][C:16]1[CH:23]=[CH:22][CH:21]=[CH:20][C:17]=1[CH2:18][NH2:19], predict the reaction product. The product is: [F:15][C:16]1[CH:23]=[CH:22][CH:21]=[CH:20][C:17]=1[CH2:18][N:19]1[CH:5]=[N:4][N:3]=[C:2]1[C:6]1[CH:14]=[CH:13][C:9]2[NH:10][CH:11]=[N:12][C:8]=2[CH:7]=1.